Dataset: Full USPTO retrosynthesis dataset with 1.9M reactions from patents (1976-2016). Task: Predict the reactants needed to synthesize the given product. Given the product [CH3:1][N:2]1[C:10]([CH3:11])=[C:9]2[C:4]([CH:5]=[C:6]([NH2:12])[CH:7]=[CH:8]2)=[N:3]1, predict the reactants needed to synthesize it. The reactants are: [CH3:1][N:2]1[C:10]([CH3:11])=[C:9]2[C:4]([CH:5]=[C:6]([N+:12]([O-])=O)[CH:7]=[CH:8]2)=[N:3]1.[Sn](Cl)(Cl)(Cl)Cl.Cl.CCOCC.